From a dataset of Merck oncology drug combination screen with 23,052 pairs across 39 cell lines. Regression. Given two drug SMILES strings and cell line genomic features, predict the synergy score measuring deviation from expected non-interaction effect. (1) Drug 1: COc1cccc2c1C(=O)c1c(O)c3c(c(O)c1C2=O)CC(O)(C(=O)CO)CC3OC1CC(N)C(O)C(C)O1. Drug 2: Cn1nnc2c(C(N)=O)ncn2c1=O. Cell line: MSTO. Synergy scores: synergy=-0.440. (2) Drug 1: O=C(NOCC(O)CO)c1ccc(F)c(F)c1Nc1ccc(I)cc1F. Drug 2: CC(C)CC(NC(=O)C(Cc1ccccc1)NC(=O)c1cnccn1)B(O)O. Cell line: SW620. Synergy scores: synergy=6.08. (3) Drug 2: Nc1ccn(C2OC(CO)C(O)C2(F)F)c(=O)n1. Synergy scores: synergy=1.39. Cell line: A427. Drug 1: N#Cc1ccc(Cn2cncc2CN2CCN(c3cccc(Cl)c3)C(=O)C2)cc1. (4) Drug 1: O=c1[nH]cc(F)c(=O)[nH]1. Drug 2: C#Cc1cccc(Nc2ncnc3cc(OCCOC)c(OCCOC)cc23)c1. Cell line: A2780. Synergy scores: synergy=16.6. (5) Drug 1: CC(=O)OC1C(=O)C2(C)C(O)CC3OCC3(OC(C)=O)C2C(OC(=O)c2ccccc2)C2(O)CC(OC(=O)C(O)C(NC(=O)c3ccccc3)c3ccccc3)C(C)=C1C2(C)C. Drug 2: COC1CC2CCC(C)C(O)(O2)C(=O)C(=O)N2CCCCC2C(=O)OC(C(C)CC2CCC(OP(C)(C)=O)C(OC)C2)CC(=O)C(C)C=C(C)C(O)C(OC)C(=O)C(C)CC(C)C=CC=CC=C1C. Cell line: A375. Synergy scores: synergy=29.0. (6) Drug 1: COc1cccc2c1C(=O)c1c(O)c3c(c(O)c1C2=O)CC(O)(C(=O)CO)CC3OC1CC(N)C(O)C(C)O1. Drug 2: COC1=C2CC(C)CC(OC)C(O)C(C)C=C(C)C(OC(N)=O)C(OC)C=CC=C(C)C(=O)NC(=CC1=O)C2=O. Cell line: OV90. Synergy scores: synergy=-7.28. (7) Drug 1: CN1C(=O)C=CC2(C)C3CCC4(C)C(NC(=O)OCC(F)(F)F)CCC4C3CCC12. Drug 2: NC1(c2ccc(-c3nc4ccn5c(=O)[nH]nc5c4cc3-c3ccccc3)cc2)CCC1. Cell line: T47D. Synergy scores: synergy=-6.32.